From a dataset of Forward reaction prediction with 1.9M reactions from USPTO patents (1976-2016). Predict the product of the given reaction. (1) The product is: [ClH:26].[CH3:1][O:2][C:3](=[O:23])[CH2:4][CH2:5][CH2:6][C:7]1[N:8]([CH3:9])[C:10]2[CH:15]=[CH:14][C:13]([NH2:16])=[CH:12][C:11]=2[N:19]=1. Given the reactants [CH3:1][O:2][C:3](=[O:23])[CH2:4][CH2:5][CH2:6][C:7](=O)[N:8]([C:10]1[CH:15]=[CH:14][C:13]([N+:16]([O-])=O)=[CH:12][C:11]=1[N+:19]([O-])=O)[CH3:9].[H][H].[ClH:26], predict the reaction product. (2) Given the reactants O=P(Cl)(Cl)[Cl:3].[C:6]([C:10]1[N:15]=[C:14](O)[C:13]([C:17]([O:19][CH3:20])=[O:18])=[CH:12][N:11]=1)([CH3:9])([CH3:8])[CH3:7], predict the reaction product. The product is: [C:6]([C:10]1[N:15]=[C:14]([Cl:3])[C:13]([C:17]([O:19][CH3:20])=[O:18])=[CH:12][N:11]=1)([CH3:9])([CH3:8])[CH3:7]. (3) Given the reactants [F:1][C:2]1[CH:3]=[CH:4][C:5]2[N:9]=[C:8]([C:10]3[CH:14]=[C:13]([CH3:15])[O:12][N:11]=3)[N:7]([C:16]3[C:24]4[O:23][CH2:22][C@@H:21]([NH:25][C:26]5[CH:38]=[CH:37][C:29]6[C@H:30]([CH2:33][C:34]([OH:36])=[O:35])[CH2:31][O:32][C:28]=6[CH:27]=5)[C:20]=4[CH:19]=[CH:18][CH:17]=3)[C:6]=2[CH:39]=1.[OH-].[Na+:41].C(#N)C, predict the reaction product. The product is: [F:1][C:2]1[CH:3]=[CH:4][C:5]2[N:9]=[C:8]([C:10]3[CH:14]=[C:13]([CH3:15])[O:12][N:11]=3)[N:7]([C:16]3[C:24]4[O:23][CH2:22][C@@H:21]([NH:25][C:26]5[CH:38]=[CH:37][C:29]6[C@H:30]([CH2:33][C:34]([O-:36])=[O:35])[CH2:31][O:32][C:28]=6[CH:27]=5)[C:20]=4[CH:19]=[CH:18][CH:17]=3)[C:6]=2[CH:39]=1.[Na+:41].